Binary Classification. Given a T-cell receptor sequence (or CDR3 region) and an epitope sequence, predict whether binding occurs between them. From a dataset of TCR-epitope binding with 47,182 pairs between 192 epitopes and 23,139 TCRs. The epitope is EILDITPCSF. Result: 0 (the TCR does not bind to the epitope). The TCR CDR3 sequence is CASSYSWPPETYEQYF.